This data is from Peptide-MHC class II binding affinity with 134,281 pairs from IEDB. The task is: Regression. Given a peptide amino acid sequence and an MHC pseudo amino acid sequence, predict their binding affinity value. This is MHC class II binding data. (1) The peptide sequence is KLAQRRVFHGVAKNP. The MHC is DRB3_0101 with pseudo-sequence DRB3_0101. The binding affinity (normalized) is 0. (2) The peptide sequence is QVAFSYFPPPAAKED. The MHC is HLA-DQA10102-DQB10602 with pseudo-sequence HLA-DQA10102-DQB10602. The binding affinity (normalized) is 0.0718. (3) The peptide sequence is MHCQTTLKYAIKTGH. The MHC is HLA-DQA10301-DQB10302 with pseudo-sequence HLA-DQA10301-DQB10302. The binding affinity (normalized) is 0. (4) The peptide sequence is RLEDEMKEGRYEVRA. The MHC is HLA-DQA10401-DQB10402 with pseudo-sequence HLA-DQA10401-DQB10402. The binding affinity (normalized) is 0.0703. (5) The peptide sequence is NDKFLANVSTVLTGK. The MHC is DRB1_1302 with pseudo-sequence DRB1_1302. The binding affinity (normalized) is 0.934.